This data is from Full USPTO retrosynthesis dataset with 1.9M reactions from patents (1976-2016). The task is: Predict the reactants needed to synthesize the given product. (1) The reactants are: [CH2:1]([N:3]([CH2:6][CH3:7])CC)C.Br[CH2:9][CH2:10]NS(C)(=O)=[O:13].[OH-:16].[Na+]. Given the product [CH3:9][CH2:10][O:16][CH2:6][CH3:7].[CH3:1][OH:16].[OH-:13].[NH4+:3], predict the reactants needed to synthesize it. (2) Given the product [CH2:1]([C@H:8]1[CH2:9][N:10]([C:14]2[CH:19]=[CH:18][C:17]([O:20][CH3:21])=[C:16]([O:22][CH:23]3[CH2:27][CH2:26][CH2:25][CH2:24]3)[CH:15]=2)[CH2:11][CH2:12][N:13]1[C:43](=[O:42])[CH2:44][OH:45])[C:2]1[CH:3]=[CH:4][CH:5]=[CH:6][CH:7]=1, predict the reactants needed to synthesize it. The reactants are: [CH2:1]([C@@H:8]1[NH:13][CH2:12][CH2:11][N:10]([C:14]2[CH:19]=[CH:18][C:17]([O:20][CH3:21])=[C:16]([O:22][CH:23]3[CH2:27][CH2:26][CH2:25][CH2:24]3)[CH:15]=2)[CH2:9]1)[C:2]1[CH:7]=[CH:6][CH:5]=[CH:4][CH:3]=1.C(N(CC)CC)C.C([O:42][CH2:43][C:44](Cl)=[O:45])C1C=CC=CC=1. (3) Given the product [C:9]1([P:8]([C:5]2[CH:6]=[CH:7][C:2]([O-:1])=[CH:3][CH:4]=2)([C:15]2[CH:20]=[CH:19][CH:18]=[CH:17][CH:16]=2)=[O:21])[CH:14]=[CH:13][CH:12]=[CH:11][CH:10]=1.[Li+:23], predict the reactants needed to synthesize it. The reactants are: [OH:1][C:2]1[CH:7]=[CH:6][C:5]([P:8](=[O:21])([C:15]2[CH:20]=[CH:19][CH:18]=[CH:17][CH:16]=2)[C:9]2[CH:14]=[CH:13][CH:12]=[CH:11][CH:10]=2)=[CH:4][CH:3]=1.[H-].[Li+:23].